From a dataset of Full USPTO retrosynthesis dataset with 1.9M reactions from patents (1976-2016). Predict the reactants needed to synthesize the given product. The reactants are: [CH3:1][O:2][C:3](=[O:17])[C:4]1[CH:9]=[C:8]([C:10]2[CH:15]=[CH:14][CH:13]=[CH:12][CH:11]=2)[CH:7]=[CH:6][C:5]=1[NH2:16].N1C=CC=CC=1.[C:24](Cl)(Cl)=[O:25].[C:28]1([C:36]2[CH:41]=[CH:40][CH:39]=[CH:38][CH:37]=2)[CH:33]=[CH:32][C:31]([CH2:34][OH:35])=[CH:30][CH:29]=1. Given the product [CH3:1][O:2][C:3]([C:4]1[CH:9]=[C:8]([C:10]2[CH:15]=[CH:14][CH:13]=[CH:12][CH:11]=2)[CH:7]=[CH:6][C:5]=1[NH:16][C:24]([O:35][CH2:34][C:31]1[CH:30]=[CH:29][C:28]([C:36]2[CH:37]=[CH:38][CH:39]=[CH:40][CH:41]=2)=[CH:33][CH:32]=1)=[O:25])=[O:17], predict the reactants needed to synthesize it.